Predict the reactants needed to synthesize the given product. From a dataset of Full USPTO retrosynthesis dataset with 1.9M reactions from patents (1976-2016). (1) Given the product [F:1][C:2]1[CH:22]=[C:21]([F:23])[CH:20]=[CH:19][C:3]=1[CH2:4][CH2:5][N:6]1[CH2:11][CH2:10][NH:9][CH2:8][CH2:7]1, predict the reactants needed to synthesize it. The reactants are: [F:1][C:2]1[CH:22]=[C:21]([F:23])[CH:20]=[CH:19][C:3]=1[CH2:4][CH2:5][N:6]1[CH2:11][CH2:10][N:9](C(OC(C)(C)C)=O)[CH2:8][CH2:7]1. (2) Given the product [OH:45][CH2:46][CH2:47][N:48]1[C:49](=[O:50])[C:40]([N:38]2[CH:39]=[C:35]([CH3:34])[N:36]=[CH:37]2)=[CH:41][CH:42]=[C:43]1[C:44]([NH:17][CH:15]([C:4]1[C:5]2[C:10](=[CH:9][CH:8]=[C:7]([C:11]([F:12])([F:13])[F:14])[CH:6]=2)[N:2]([CH3:1])[CH:3]=1)[CH3:16])=[O:51], predict the reactants needed to synthesize it. The reactants are: [CH3:1][N:2]1[C:10]2[C:5](=[CH:6][C:7]([C:11]([F:14])([F:13])[F:12])=[CH:8][CH:9]=2)[C:4]([CH:15]([NH2:17])[CH3:16])=[CH:3]1.C[Al](C)C.C[Al](C)C.C1N2CCN(CC2)C1.[CH3:34][C:35]1[N:36]=[CH:37][N:38]([C:40]2[C:49](=[O:50])[N:48]3[C:43]([C:44](=[O:51])[O:45][CH2:46][CH2:47]3)=[CH:42][CH:41]=2)[CH:39]=1.